The task is: Predict the reaction yield, written as a fraction of the theoretical maximum amount of product (1.0 means a 100% yield; for example, 0.34 means a 34% yield).. This data is from Reaction yield outcomes from USPTO patents with 853,638 reactions. (1) The reactants are C(C1C=CC=C2C=1N=C(C1(C3C=CC=CC=3)CC1)C(O)=[C:8]2[C:23]([OH:25])=[O:24])C.[F:26][C:27]([F:40])([F:39])[C:28]1[CH:29]=[C:30]2[C:34](=[CH:35][CH:36]=1)[NH:33][C:32](=O)[C:31]2=[O:38].C(OCC([C:48]1([C:51]2[CH:56]=[CH:55][C:54]([Cl:57])=[CH:53][CH:52]=2)[CH2:50][CH2:49]1)=O)(=O)C. The yield is 0.100. The product is [Cl:57][C:54]1[CH:53]=[CH:52][C:51]([C:48]2([C:32]3[C:31]([OH:38])=[C:8]([C:23]([OH:25])=[O:24])[C:30]4[C:34](=[CH:35][CH:36]=[C:28]([C:27]([F:26])([F:39])[F:40])[CH:29]=4)[N:33]=3)[CH2:49][CH2:50]2)=[CH:56][CH:55]=1. No catalyst specified. (2) The reactants are OC(C(F)(F)F)=O.[NH2:8][CH2:9][C:10]1[CH:40]=[C:39]([F:41])[C:13]([C:14]([NH:16][C@@H:17]([CH2:21][C:22]2[CH:27]=[CH:26][C:25]([C:28]3[C:29](=[O:38])[N:30]([CH3:37])[C:31](=[O:36])[N:32]([CH3:35])[C:33]=3[CH3:34])=[CH:24][CH:23]=2)[C:18]([OH:20])=[O:19])=[O:15])=[C:12]([F:42])[CH:11]=1.O=C1CCC(=O)N1[O:50][C:51](=O)[CH2:52][CH2:53][O:54][CH2:55][CH2:56][O:57][CH2:58][CH2:59][O:60][CH2:61][CH2:62][O:63][CH2:64][CH2:65][O:66][CH2:67][CH2:68][O:69][CH2:70][CH2:71][O:72][CH2:73][CH2:74][O:75][CH2:76][CH2:77][NH:78][C:79](=[O:89])[CH2:80][CH2:81][N:82]1[C:86](=[O:87])[CH:85]=[CH:84][C:83]1=[O:88].CCN(C(C)C)C(C)C. No catalyst specified. The product is [O:88]=[C:83]1[CH:84]=[CH:85][C:86](=[O:87])[N:82]1[CH2:81][CH2:80][C:79]([NH:78][CH2:77][CH2:76][O:75][CH2:74][CH2:73][O:72][CH2:71][CH2:70][O:69][CH2:68][CH2:67][O:66][CH2:65][CH2:64][O:63][CH2:62][CH2:61][O:60][CH2:59][CH2:58][O:57][CH2:56][CH2:55][O:54][CH2:53][CH2:52][C:51]([NH:8][CH2:9][C:10]1[CH:11]=[C:12]([F:42])[C:13]([C:14]([NH:16][C@@H:17]([CH2:21][C:22]2[CH:23]=[CH:24][C:25]([C:28]3[C:29](=[O:38])[N:30]([CH3:37])[C:31](=[O:36])[N:32]([CH3:35])[C:33]=3[CH3:34])=[CH:26][CH:27]=2)[C:18]([OH:20])=[O:19])=[O:15])=[C:39]([F:41])[CH:40]=1)=[O:50])=[O:89]. The yield is 0.380. (3) The catalyst is C1COCC1. The reactants are [C:1]1([CH:7]2[CH2:10][C:9](=[N:11]O)[CH2:8]2)[CH:6]=[CH:5][CH:4]=[CH:3][CH:2]=1.[H-].[Al+3].[Li+].[H-].[H-].[H-].O.[OH-].[Na+]. The product is [C:1]1([CH:7]2[CH2:8][CH:9]([NH2:11])[CH2:10]2)[CH:6]=[CH:5][CH:4]=[CH:3][CH:2]=1. The yield is 0.662. (4) The reactants are Cl[C:2]1[N:11]=[C:10]([N:12]2[CH2:16][CH2:15][C@H:14]([NH:17][C:18](=[O:20])[CH3:19])[CH2:13]2)[C:9]2[C:4](=[C:5]([CH3:21])[CH:6]=[CH:7][CH:8]=2)[N:3]=1.[F:22][C:23]([F:33])([F:32])[C:24]1[CH:25]=[C:26]([NH2:31])[CH:27]=[C:28]([NH2:30])[CH:29]=1. No catalyst specified. The product is [NH2:30][C:28]1[CH:27]=[C:26]([NH:31][C:2]2[N:11]=[C:10]([N:12]3[CH2:16][CH2:15][C@H:14]([NH:17][C:18](=[O:20])[CH3:19])[CH2:13]3)[C:9]3[C:4](=[C:5]([CH3:21])[CH:6]=[CH:7][CH:8]=3)[N:3]=2)[CH:25]=[C:24]([C:23]([F:22])([F:32])[F:33])[CH:29]=1. The yield is 0.0900.